Dataset: Full USPTO retrosynthesis dataset with 1.9M reactions from patents (1976-2016). Task: Predict the reactants needed to synthesize the given product. Given the product [CH3:33][S:34]([O:24][CH2:23][C:19]1[CH:20]=[CH:21][CH:22]=[C:17]([NH:16][C:13]2[N:12]=[CH:11][C:10]([C:7]3[CH:8]=[CH:9][C:4]([O:3][CH:2]([F:1])[F:25])=[CH:5][CH:6]=3)=[CH:15][N:14]=2)[CH:18]=1)(=[O:36])=[O:35], predict the reactants needed to synthesize it. The reactants are: [F:1][CH:2]([F:25])[O:3][C:4]1[CH:9]=[CH:8][C:7]([C:10]2[CH:11]=[N:12][C:13]([NH:16][C:17]3[CH:18]=[C:19]([CH2:23][OH:24])[CH:20]=[CH:21][CH:22]=3)=[N:14][CH:15]=2)=[CH:6][CH:5]=1.C(N(CC)CC)C.[CH3:33][S:34](Cl)(=[O:36])=[O:35].